Dataset: Reaction yield outcomes from USPTO patents with 853,638 reactions. Task: Predict the reaction yield, written as a fraction of the theoretical maximum amount of product (1.0 means a 100% yield; for example, 0.34 means a 34% yield). (1) The reactants are [Cl:1][C:2]1[N:14]=[C:13](Cl)[CH:12]=[C:11]([CH3:16])[C:3]=1[C:4]([O:6][C:7]([CH3:10])([CH3:9])[CH3:8])=[O:5].CC1(C)C2C(=C(P(C3C=CC=CC=3)C3C=CC=CC=3)C=CC=2)OC2C(P(C3C=CC=CC=3)C3C=CC=CC=3)=CC=CC1=2.C([O-])([O-])=O.[Cs+].[Cs+].C(=[NH:78])(C1C=CC=CC=1)C1C=CC=CC=1.CC([O-])=O.[Na+].Cl.[OH-].[Na+]. The catalyst is O1CCOCC1.CCOC(C)=O.C1C=CC(/C=C/C(/C=C/C2C=CC=CC=2)=O)=CC=1.C1C=CC(/C=C/C(/C=C/C2C=CC=CC=2)=O)=CC=1.C1C=CC(/C=C/C(/C=C/C2C=CC=CC=2)=O)=CC=1.[Pd].[Pd]. The product is [C:7]([O:6][C:4](=[O:5])[C:3]1[C:11]([CH3:16])=[CH:12][C:13]([NH2:78])=[N:14][C:2]=1[Cl:1])([CH3:10])([CH3:9])[CH3:8]. The yield is 0.770. (2) The reactants are [C:1]([O:5][C:6]([CH:8]=P(C1C=CC=CC=1)(C1C=CC=CC=1)C1C=CC=CC=1)=[O:7])([CH3:4])([CH3:3])[CH3:2].C1C(=O)N([Cl:35])C(=O)C1.C(=O)([O-])[O-].[K+].[K+].[CH3:42][O:43][CH2:44][O:45][C:46]1[CH:53]=[CH:52][C:49]([CH:50]=O)=[CH:48][CH:47]=1. The catalyst is ClCCl. The product is [Cl:35]/[C:8](=[CH:50]\[C:49]1[CH:52]=[CH:53][C:46]([O:45][CH2:44][O:43][CH3:42])=[CH:47][CH:48]=1)/[C:6]([O:5][C:1]([CH3:4])([CH3:3])[CH3:2])=[O:7]. The yield is 0.660. (3) The reactants are [NH:1]1[C:9]2[C:4](=[CH:5][CH:6]=[CH:7][CH:8]=2)[CH2:3][C:2]1=[O:10].[Cl:11][C:12]1[N:17]=[CH:16][C:15]([S:18]([N:21]2[CH2:26][CH2:25][N:24]([CH3:27])[CH2:23][CH2:22]2)(=[O:20])=[O:19])=[CH:14][CH:13]=1.[H-].[Na+].C(=O)([O-])O.[Na+]. The catalyst is CN(C)C=O. The product is [ClH:11].[CH3:27][N:24]1[CH2:25][CH2:26][N:21]([S:18]([C:15]2[CH:14]=[CH:13][C:12]([C:3]3[C:4]4[C:9](=[CH:8][CH:7]=[CH:6][CH:5]=4)[NH:1][C:2]=3[OH:10])=[N:17][CH:16]=2)(=[O:19])=[O:20])[CH2:22][CH2:23]1. The yield is 0.370. (4) The reactants are [CH:1]([NH2:4])([CH3:3])[CH3:2].Br[CH2:6][C:7]([O:9][CH3:10])=[O:8].[OH-].[Na+]. The catalyst is C(OCC)C. The product is [CH:1]([NH:4][CH2:6][C:7]([O:9][CH3:10])=[O:8])([CH3:3])[CH3:2]. The yield is 0.850. (5) The catalyst is C(O)CCC. The product is [F:12][C:9]1[CH:10]=[CH:11][C:6]([NH:5][C:3](=[O:4])[C@@H:2]([NH:1][C:22]2[N:30]=[CH:29][N:28]=[C:27]3[C:23]=2[N:24]=[CH:25][NH:26]3)[CH3:20])=[C:7]([NH:13][C:14]2[CH:19]=[CH:18][CH:17]=[CH:16][N:15]=2)[CH:8]=1. The reactants are [NH2:1][C@@H:2]([CH3:20])[C:3]([NH:5][C:6]1[CH:11]=[CH:10][C:9]([F:12])=[CH:8][C:7]=1[NH:13][C:14]1[CH:19]=[CH:18][CH:17]=[CH:16][N:15]=1)=[O:4].Cl[C:22]1[N:30]=[CH:29][N:28]=[C:27]2[C:23]=1[N:24]=[CH:25][N:26]2C1CCCCO1.CCN(C(C)C)C(C)C. The yield is 0.970. (6) The reactants are C(OC([NH:8][C@H:9]1[CH2:14][CH2:13][C@H:12]([N:15]([C:19]2[CH:24]=[C:23]([CH2:25][CH2:26][O:27][C:28]([NH:30][C:31]3[CH:36]=[C:35]([O:37][CH3:38])[C:34]([CH2:39][NH:40][CH2:41][C@H:42]([O:55][Si](C(C)(C)C)(C)C)[C:43]4[CH:52]=[CH:51][C:50]([OH:53])=[C:49]5[C:44]=4[CH:45]=[CH:46][C:47](=[O:54])[NH:48]5)=[CH:33][C:32]=3[Cl:63])=[O:29])[CH:22]=[CH:21][C:20]=2[C:64]2[CH:69]=[CH:68][CH:67]=[CH:66][CH:65]=2)[C:16](=[O:18])[O-:17])[CH2:11][CH2:10]1)=O)(C)(C)C.C(#N)C. The catalyst is Cl. The product is [ClH:63].[ClH:63].[NH2:8][C@H:9]1[CH2:14][CH2:13][C@H:12]([N:15]([C:19]2[CH:24]=[C:23]([CH2:25][CH2:26][O:27][C:28]([NH:30][C:31]3[CH:36]=[C:35]([O:37][CH3:38])[C:34]([CH2:39][NH:40][CH2:41][C@H:42]([OH:55])[C:43]4[CH:52]=[CH:51][C:50]([OH:53])=[C:49]5[C:44]=4[CH:45]=[CH:46][C:47](=[O:54])[NH:48]5)=[CH:33][C:32]=3[Cl:63])=[O:29])[CH:22]=[CH:21][C:20]=2[C:64]2[CH:69]=[CH:68][CH:67]=[CH:66][CH:65]=2)[C:16](=[O:17])[OH:18])[CH2:11][CH2:10]1. The yield is 0.540.